From a dataset of Catalyst prediction with 721,799 reactions and 888 catalyst types from USPTO. Predict which catalyst facilitates the given reaction. (1) Reactant: [Cl:1][C:2]1[CH:3]=[C:4]([NH:9][C:10]2[C:19]3[C:14](=[CH:15][C:16]([O:21][CH3:22])=[C:17]([OH:20])[CH:18]=3)[N:13]=[CH:12][N:11]=2)[CH:5]=[CH:6][C:7]=1[F:8].CS(O[CH2:28][CH2:29][CH2:30][N:31]1[CH2:36][CH2:35][N:34]([C:37]([O:39][C:40]([CH3:43])([CH3:42])[CH3:41])=[O:38])[CH2:33][CH2:32]1)(=O)=O.OCCCN1CCN(C(OC(C)(C)C)=O)CC1.CS(OS(C)(=O)=O)(=O)=O.C(=O)([O-])[O-].[K+].[K+]. Product: [Cl:1][C:2]1[CH:3]=[C:4]([NH:9][C:10]2[C:19]3[C:14](=[CH:15][C:16]([O:21][CH3:22])=[C:17]([O:20][CH2:28][CH2:29][CH2:30][N:31]4[CH2:36][CH2:35][N:34]([C:37]([O:39][C:40]([CH3:41])([CH3:43])[CH3:42])=[O:38])[CH2:33][CH2:32]4)[CH:18]=3)[N:13]=[CH:12][N:11]=2)[CH:5]=[CH:6][C:7]=1[F:8]. The catalyst class is: 289. (2) Reactant: [BH4-].[Na+].[CH:3]([C:5]1[CH:6]=[C:7](/[CH:16]=[CH:17]/[C:18]([NH:20][CH:21]2[C:29]3[C:24](=[CH:25][CH:26]=[CH:27][CH:28]=3)[CH2:23][CH2:22]2)=[O:19])[CH:8]=[CH:9][C:10]=1[N:11]1[CH:15]=[CH:14][N:13]=[CH:12]1)=[O:4]. Product: [OH:4][CH2:3][C:5]1[CH:6]=[C:7](/[CH:16]=[CH:17]/[C:18]([NH:20][CH:21]2[C:29]3[C:24](=[CH:25][CH:26]=[CH:27][CH:28]=3)[CH2:23][CH2:22]2)=[O:19])[CH:8]=[CH:9][C:10]=1[N:11]1[CH:15]=[CH:14][N:13]=[CH:12]1. The catalyst class is: 8. (3) Reactant: [CH2:1]([O:8][C:9]([N:11]1[CH2:15][CH:14]([C:16]2[C:24]3[C:19](=[CH:20][C:21]([F:25])=[CH:22][CH:23]=3)[NH:18][CH:17]=2)[CH:13]2[N:26]([C:29](=[O:46])[CH:30]([NH:38]C(OC(C)(C)C)=O)[CH:31]([O:33][C:34]([CH3:37])([CH3:36])[CH3:35])[CH3:32])[CH2:27][CH2:28][CH:12]12)=[O:10])[C:2]1[CH:7]=[CH:6][CH:5]=[CH:4][CH:3]=1.C(O)(C(F)(F)F)=O. Product: [CH2:1]([O:8][C:9]([N:11]1[CH2:15][CH:14]([C:16]2[C:24]3[C:19](=[CH:20][C:21]([F:25])=[CH:22][CH:23]=3)[NH:18][CH:17]=2)[CH:13]2[N:26]([C:29](=[O:46])[CH:30]([NH2:38])[CH:31]([O:33][C:34]([CH3:36])([CH3:35])[CH3:37])[CH3:32])[CH2:27][CH2:28][CH:12]12)=[O:10])[C:2]1[CH:3]=[CH:4][CH:5]=[CH:6][CH:7]=1. The catalyst class is: 2.